This data is from Catalyst prediction with 721,799 reactions and 888 catalyst types from USPTO. The task is: Predict which catalyst facilitates the given reaction. (1) Reactant: [Cl:1][C:2]1[CH:7]=[CH:6][C:5]([C:8]#N)=[CH:4][N:3]=1.CC(C[AlH]CC(C)C)C.CO.[OH:21]S(O)(=O)=O. Product: [Cl:1][C:2]1[N:3]=[CH:4][C:5]([CH:8]=[O:21])=[CH:6][CH:7]=1. The catalyst class is: 11. (2) Reactant: [F:1][C:2]1[CH:7]=[C:6]([NH2:8])[CH:5]=[CH:4][C:3]=1[C:9]1[CH2:10][CH2:11][S:12][CH2:13][CH:14]=1.N1C=CC=CC=1.Cl[C:22]([O:24][CH2:25][C:26]1[CH:31]=[CH:30][CH:29]=[CH:28][CH:27]=1)=[O:23]. Product: [F:1][C:2]1[CH:7]=[C:6]([NH:8][C:22]([O:24][CH2:25][C:26]2[CH:31]=[CH:30][CH:29]=[CH:28][CH:27]=2)=[O:23])[CH:5]=[CH:4][C:3]=1[C:9]1[CH2:14][CH2:13][S:12][CH2:11][CH:10]=1. The catalyst class is: 4. (3) Reactant: [Si:1]([O:8][CH:9]1[CH2:13][N:12]([C:14]([O:16][C:17]([CH3:20])([CH3:19])[CH3:18])=[O:15])[CH:11]([CH2:21][OH:22])[CH2:10]1)([C:4]([CH3:7])([CH3:6])[CH3:5])([CH3:3])[CH3:2].C(N(CC)CC)C.[CH3:30][S:31](Cl)(=[O:33])=[O:32]. Product: [Si:1]([O:8][CH:9]1[CH2:13][N:12]([C:14]([O:16][C:17]([CH3:20])([CH3:19])[CH3:18])=[O:15])[CH:11]([CH2:21][O:22][S:31]([CH3:30])(=[O:33])=[O:32])[CH2:10]1)([C:4]([CH3:7])([CH3:6])[CH3:5])([CH3:3])[CH3:2]. The catalyst class is: 2.